This data is from Catalyst prediction with 721,799 reactions and 888 catalyst types from USPTO. The task is: Predict which catalyst facilitates the given reaction. (1) Reactant: [F:1][C:2]1[CH:15]=[CH:14][CH:13]=[CH:12][C:3]=1[O:4][C:5]1[CH:10]=[CH:9][C:8](I)=[CH:7][CH:6]=1.C([O-])(=O)C.[K+].[B:21]1([B:21]2[O:25][C:24]([CH3:27])([CH3:26])[C:23]([CH3:29])([CH3:28])[O:22]2)[O:25][C:24]([CH3:27])([CH3:26])[C:23]([CH3:29])([CH3:28])[O:22]1.O. Product: [F:1][C:2]1[CH:15]=[CH:14][CH:13]=[CH:12][C:3]=1[O:4][C:5]1[CH:10]=[CH:9][C:8]([B:21]2[O:25][C:24]([CH3:27])([CH3:26])[C:23]([CH3:29])([CH3:28])[O:22]2)=[CH:7][CH:6]=1. The catalyst class is: 3. (2) The catalyst class is: 558. Product: [C:20]1([C:26]2[CH:31]=[CH:30][CH:29]=[CH:28][CH:27]=2)[CH:25]=[CH:24][CH:23]=[C:22]([C:2]2[N:3]=[C:4]([C:9]3[N:10]([CH2:18][CH3:19])[C:11]4[CH:16]=[CH:15][N:14]=[CH:13][C:12]=4[N:17]=3)[C:5]([NH2:8])=[N:6][CH:7]=2)[CH:21]=1. Reactant: Br[C:2]1[N:3]=[C:4]([C:9]2[N:10]([CH2:18][CH3:19])[C:11]3[CH:16]=[CH:15][N:14]=[CH:13][C:12]=3[N:17]=2)[C:5]([NH2:8])=[N:6][CH:7]=1.[C:20]1([C:26]2[CH:27]=[C:28](B(O)O)[CH:29]=[CH:30][CH:31]=2)[CH:25]=[CH:24][CH:23]=[CH:22][CH:21]=1.C([O-])([O-])=O.[K+].[K+]. (3) Reactant: C[O:2][C:3]([C@H:5]1[CH2:10][CH2:9][C@H:8]([O:11][C:12]2[CH:17]=[CH:16][CH:15]=[C:14]([CH3:18])[N:13]=2)[CH2:7][CH2:6]1)=O.O.[NH2:20][NH2:21]. Product: [CH3:18][C:14]1[N:13]=[C:12]([O:11][C@H:8]2[CH2:9][CH2:10][C@H:5]([C:3]([NH:20][NH2:21])=[O:2])[CH2:6][CH2:7]2)[CH:17]=[CH:16][CH:15]=1. The catalyst class is: 51. (4) Reactant: FC(F)(F)[O:3][C:4]1[CH:9]=[CH:8][C:7](O)=[CH:6][CH:5]=1.[C:13]([C:19]([O:21]C)=O)#[C:14][C:15]([O:17]C)=[O:16]. Product: [O:3]1[C:4]2[C:5](=[CH:6][CH:7]=[CH:8][CH:9]=2)[C:19](=[O:21])[CH:13]=[C:14]1[C:15]([OH:17])=[O:16]. The catalyst class is: 28. (5) Reactant: [N:1]1[CH:6]=[CH:5][CH:4]=[C:3](B(O)O)[CH:2]=1.Br[C:11]1[CH:12]=[C:13]([CH:29]=[CH:30][CH:31]=1)[O:14][CH2:15][CH2:16][CH2:17][N:18]1[C:26](=[O:27])[C:25]2[C:20](=[CH:21][CH:22]=[CH:23][CH:24]=2)[C:19]1=[O:28].C(=O)([O-])[O-].[K+].[K+]. Product: [N:1]1[CH:6]=[CH:5][CH:4]=[C:3]([C:11]2[CH:12]=[C:13]([CH:29]=[CH:30][CH:31]=2)[O:14][CH2:15][CH2:16][CH2:17][N:18]2[C:19](=[O:28])[C:20]3[C:25](=[CH:24][CH:23]=[CH:22][CH:21]=3)[C:26]2=[O:27])[CH:2]=1. The catalyst class is: 73. (6) Reactant: [C:1]([N:8]1[CH2:16][CH2:15][CH2:14][C@H:10]([C:11]([OH:13])=O)[CH2:9]1)([O:3][C:4]([CH3:7])([CH3:6])[CH3:5])=[O:2].[CH3:17][NH:18][CH2:19][CH2:20][O:21][CH2:22][CH2:23][O:24][CH2:25][CH2:26][O:27][CH2:28][CH2:29][O:30][CH2:31][CH2:32][O:33][CH2:34][CH2:35][O:36][CH2:37][CH2:38][O:39][CH3:40].CCN(C(C)C)C(C)C.CN(C(ON1N=NC2C=CC=NC1=2)=[N+](C)C)C.F[P-](F)(F)(F)(F)F. Product: [CH3:40][O:39][CH2:38][CH2:37][O:36][CH2:35][CH2:34][O:33][CH2:32][CH2:31][O:30][CH2:29][CH2:28][O:27][CH2:26][CH2:25][O:24][CH2:23][CH2:22][O:21][CH2:20][CH2:19][N:18]([CH3:17])[C:11]([C@H:10]1[CH2:14][CH2:15][CH2:16][N:8]([C:1]([O:3][C:4]([CH3:5])([CH3:6])[CH3:7])=[O:2])[CH2:9]1)=[O:13]. The catalyst class is: 3. (7) Reactant: [F:1][C:2]1[CH:7]=[CH:6][C:5]([CH:8]([O:10][C:11]([NH:13][C:14]2[N:18]([CH3:19])[N:17]=[CH:16][C:15]=2[C:20]2[CH:25]=[CH:24][C:23]([C:26]3[CH:31]=[CH:30][C:29]([C:32]4([C:35]([O:37]C)=[O:36])[CH2:34][CH2:33]4)=[CH:28][CH:27]=3)=[CH:22][CH:21]=2)=[O:12])[CH3:9])=[CH:4][CH:3]=1.C1COCC1.[OH-].[Na+]. Product: [F:1][C:2]1[CH:7]=[CH:6][C:5]([CH:8]([O:10][C:11]([NH:13][C:14]2[N:18]([CH3:19])[N:17]=[CH:16][C:15]=2[C:20]2[CH:25]=[CH:24][C:23]([C:26]3[CH:27]=[CH:28][C:29]([C:32]4([C:35]([OH:37])=[O:36])[CH2:34][CH2:33]4)=[CH:30][CH:31]=3)=[CH:22][CH:21]=2)=[O:12])[CH3:9])=[CH:4][CH:3]=1. The catalyst class is: 5. (8) Reactant: [C:1]([O:5][C:6]([N:8]1[CH2:12][C@@H:11]([CH2:13][N:14]([CH:31]([CH3:33])[CH3:32])[C:15](=[O:30])[C:16]2[CH:21]=[CH:20][C:19]([O:22][CH3:23])=[C:18]([O:24][CH2:25][CH2:26][CH2:27][O:28][CH3:29])[CH:17]=2)[C@H:10]([NH:34][C:35](=[O:38])[CH2:36]Cl)[CH2:9]1)=[O:7])([CH3:4])([CH3:3])[CH3:2].[Na+].[I-].CCN(C(C)C)C(C)C.[CH2:50]([NH2:57])[C:51]1[CH:56]=[CH:55][CH:54]=[CH:53][CH:52]=1. Product: [C:1]([O:5][C:6]([N:8]1[CH2:12][C@@H:11]([CH2:13][N:14]([CH:31]([CH3:33])[CH3:32])[C:15](=[O:30])[C:16]2[CH:21]=[CH:20][C:19]([O:22][CH3:23])=[C:18]([O:24][CH2:25][CH2:26][CH2:27][O:28][CH3:29])[CH:17]=2)[C@H:10]([NH:34][C:35](=[O:38])[CH2:36][NH:57][CH2:50][C:51]2[CH:56]=[CH:55][CH:54]=[CH:53][CH:52]=2)[CH2:9]1)=[O:7])([CH3:4])([CH3:3])[CH3:2]. The catalyst class is: 3.